Dataset: Forward reaction prediction with 1.9M reactions from USPTO patents (1976-2016). Task: Predict the product of the given reaction. (1) The product is: [C:1]([S:5]([NH:7][C:8]1([CH:12]([CH3:17])[C:13]([OH:15])=[O:14])[CH2:9][O:10][CH2:11]1)=[O:6])([CH3:4])([CH3:2])[CH3:3]. Given the reactants [C:1]([S:5]([NH:7][C:8]1([CH:12]([CH3:17])[C:13]([O:15]C)=[O:14])[CH2:11][O:10][CH2:9]1)=[O:6])([CH3:4])([CH3:3])[CH3:2].[OH-].[Na+], predict the reaction product. (2) Given the reactants P(Cl)(Cl)([Cl:3])=O.[CH3:6][O:7][C:8]1[CH:9]=[C:10]([CH:14]2[C:19](=O)[N:18]3[C:21]4[CH:27]=[CH:26][CH:25]=[CH:24][C:22]=4[N:23]=[C:17]3[C:16]([C:28]#[N:29])=[C:15]2[CH3:30])[CH:11]=[CH:12][CH:13]=1, predict the reaction product. The product is: [Cl:3][C:19]1[N:18]2[C:21]3[CH:27]=[CH:26][CH:25]=[CH:24][C:22]=3[N:23]=[C:17]2[C:16]([C:28]#[N:29])=[C:15]([CH3:30])[C:14]=1[C:10]1[CH:11]=[CH:12][CH:13]=[C:8]([O:7][CH3:6])[CH:9]=1. (3) Given the reactants [CH2:1]([N:3]1[C:11]2[C:10](=[O:12])[NH:9][C:8]([C:13]3[CH:18]=[C:17]([S:19]([N:22]4[CH2:27][CH2:26][N:25]([CH2:28][CH2:29][OH:30])[CH2:24][CH2:23]4)(=[O:21])=[O:20])[CH:16]=[CH:15][C:14]=3[O:31][CH2:32][CH2:33][CH3:34])=[N:7][C:6]=2[C:5]([CH2:35][CH2:36][CH3:37])=[CH:4]1)[CH3:2].[C:38](O[C:38](=[O:41])[CH2:39][CH3:40])(=[O:41])[CH2:39][CH3:40].C(OC(=O)C)(=O)C, predict the reaction product. The product is: [CH2:1]([N:3]1[C:11]2[C:10](=[O:12])[NH:9][C:8]([C:13]3[CH:18]=[C:17]([S:19]([N:22]4[CH2:23][CH2:24][N:25]([CH2:28][CH2:29][O:30][C:38](=[O:41])[CH2:39][CH3:40])[CH2:26][CH2:27]4)(=[O:20])=[O:21])[CH:16]=[CH:15][C:14]=3[O:31][CH2:32][CH2:33][CH3:34])=[N:7][C:6]=2[C:5]([CH2:35][CH2:36][CH3:37])=[CH:4]1)[CH3:2]. (4) Given the reactants [O:1]([CH2:8][C:9]1[S:10][CH:11]=[C:12]([CH:14]2[NH:35][C:17]3=[N:18][CH:19]=[C:20]([CH:22]4[CH2:27][CH2:26][N:25](C(OC(C)(C)C)=O)[CH2:24][CH2:23]4)[CH:21]=[C:16]3[NH:15]2)[N:13]=1)[C:2]1[CH:7]=[CH:6][CH:5]=[CH:4][CH:3]=1.C(O)(C(F)(F)F)=O, predict the reaction product. The product is: [O:1]([CH2:8][C:9]1[S:10][CH:11]=[C:12]([C:14]2[NH:35][C:17]3=[N:18][CH:19]=[C:20]([CH:22]4[CH2:27][CH2:26][NH:25][CH2:24][CH2:23]4)[CH:21]=[C:16]3[N:15]=2)[N:13]=1)[C:2]1[CH:7]=[CH:6][CH:5]=[CH:4][CH:3]=1. (5) Given the reactants [C:1]([NH:4][C:5]1[N:10]=[CH:9][C:8]([C:11]2[CH:12]=[N:13][N:14]([CH:16]3[CH2:21][CH2:20][N:19](C(OC(C)(C)C)=O)[CH2:18][CH2:17]3)[CH:15]=2)=[CH:7][C:6]=1[O:29][C@@H:30]([C:32]1[C:37]([Cl:38])=[CH:36][CH:35]=[C:34]([F:39])[C:33]=1[Cl:40])[CH3:31])(=[O:3])[CH3:2].FC(F)(F)C(O)=O.[Na+].C(=O)(O)[O-], predict the reaction product. The product is: [Cl:40][C:33]1[C:34]([F:39])=[CH:35][CH:36]=[C:37]([Cl:38])[C:32]=1[C@H:30]([O:29][C:6]1[C:5]([NH:4][C:1](=[O:3])[CH3:2])=[N:10][CH:9]=[C:8]([C:11]2[CH:12]=[N:13][N:14]([CH:16]3[CH2:21][CH2:20][NH:19][CH2:18][CH2:17]3)[CH:15]=2)[CH:7]=1)[CH3:31]. (6) The product is: [F:32][C:29]1[CH:30]=[CH:31][C:26]([C:25]2[N:21]([CH2:20][CH2:19][CH:13]([OH:14])[CH2:12][CH:11]([OH:16])[CH2:10][C:9]([N:8]([C:52]3[CH:57]=[CH:56][CH:55]=[CH:54][CH:53]=3)[C:2]3[CH:7]=[CH:6][CH:5]=[CH:4][CH:3]=3)=[O:51])[C:22]([CH:48]([CH3:50])[CH3:49])=[C:23]([C:39]([NH:41][C:42]3[CH:47]=[CH:46][CH:45]=[CH:44][CH:43]=3)=[O:40])[C:24]=2[C:33]2[CH:38]=[CH:37][CH:36]=[CH:35][CH:34]=2)=[CH:27][CH:28]=1. Given the reactants Cl.[C:2]1([N:8]([C:52]2[CH:57]=[CH:56][CH:55]=[CH:54][CH:53]=2)[C:9](=[O:51])[CH2:10][C@@H:11]2[O:16]C(C)(C)[O:14][C@H:13]([CH2:19][CH2:20][N:21]3[C:25]([C:26]4[CH:31]=[CH:30][C:29]([F:32])=[CH:28][CH:27]=4)=[C:24]([C:33]4[CH:38]=[CH:37][CH:36]=[CH:35][CH:34]=4)[C:23]([C:39]([NH:41][C:42]4[CH:47]=[CH:46][CH:45]=[CH:44][CH:43]=4)=[O:40])=[C:22]3[CH:48]([CH3:50])[CH3:49])[CH2:12]2)[CH:7]=[CH:6][CH:5]=[CH:4][CH:3]=1, predict the reaction product. (7) Given the reactants C([O:3][C:4](=[O:39])[CH2:5][C:6]1[CH:7]=[C:8]([C:14]2[CH:19]=[CH:18][C:17]([C:20]3[O:24][N:23]=[C:22]([CH3:25])[C:21]=3[NH:26][C:27]([O:29][CH:30]([C:32]3[CH:37]=[CH:36][CH:35]=[CH:34][C:33]=3[Cl:38])[CH3:31])=[O:28])=[CH:16][CH:15]=2)[C:9]([O:12][CH3:13])=[CH:10][CH:11]=1)C.[Li+].[OH-], predict the reaction product. The product is: [Cl:38][C:33]1[CH:34]=[CH:35][CH:36]=[CH:37][C:32]=1[CH:30]([O:29][C:27]([NH:26][C:21]1[C:22]([CH3:25])=[N:23][O:24][C:20]=1[C:17]1[CH:16]=[CH:15][C:14]([C:8]2[C:9]([O:12][CH3:13])=[CH:10][CH:11]=[C:6]([CH2:5][C:4]([OH:39])=[O:3])[CH:7]=2)=[CH:19][CH:18]=1)=[O:28])[CH3:31]. (8) Given the reactants [Cl-].[Al+3].[Cl-].[Cl-].[Cl:5][C:6]1[CH:14]=[CH:13][C:9]([C:10](Cl)=[O:11])=[CH:8][C:7]=1[S:15](=[O:18])(=[O:17])[NH2:16].[CH3:19][N:20]1[C:25](=[O:26])[CH2:24][CH2:23][C:22]2[C:27]3[CH:28]=[CH:29][CH:30]=[CH:31][C:32]=3[CH2:33][C:21]1=2, predict the reaction product. The product is: [Cl:5][C:6]1[CH:14]=[CH:13][C:9]([C:10]([C:30]2[CH:29]=[CH:28][C:27]3[C:22]4[CH2:23][CH2:24][C:25](=[O:26])[N:20]([CH3:19])[C:21]=4[CH2:33][C:32]=3[CH:31]=2)=[O:11])=[CH:8][C:7]=1[S:15]([NH2:16])(=[O:18])=[O:17]. (9) The product is: [ClH:12].[Br:1][C:2]1[CH:3]=[C:4]([I:10])[C:5]2[NH:8][C:16]3[CH2:17][CH2:18][NH:13][CH2:14][C:15]=3[C:6]=2[CH:7]=1. Given the reactants [Br:1][C:2]1[CH:7]=[CH:6][C:5]([NH:8]N)=[C:4]([I:10])[CH:3]=1.O.[ClH:12].[NH:13]1[CH2:18][CH2:17][C:16](=O)[CH2:15][CH2:14]1, predict the reaction product. (10) Given the reactants [Br:1][C:2]1[C:3]([C:7]([OH:9])=O)=[CH:4][S:5][CH:6]=1.[CH2:10]([NH2:12])[CH3:11], predict the reaction product. The product is: [CH2:10]([NH:12][C:7]([C:3]1[C:2]([Br:1])=[CH:6][S:5][CH:4]=1)=[O:9])[CH3:11].